Predict the reactants needed to synthesize the given product. From a dataset of Full USPTO retrosynthesis dataset with 1.9M reactions from patents (1976-2016). Given the product [O:23]([C:19]1[CH:18]=[C:17]([CH:22]=[CH:21][CH:20]=1)[C:16]([N:7]1[CH:6]([C:4]([OH:5])=[O:3])[CH2:15][C:14]2[C:9](=[CH:10][CH:11]=[CH:12][CH:13]=2)[CH2:8]1)=[O:30])[C:24]1[CH:25]=[CH:26][CH:27]=[CH:28][CH:29]=1, predict the reactants needed to synthesize it. The reactants are: C([O:3][C:4]([CH:6]1[CH2:15][C:14]2[C:9](=[CH:10][CH:11]=[CH:12][CH:13]=2)[CH2:8][N:7]1[C:16](=[O:30])[C:17]1[CH:22]=[CH:21][CH:20]=[C:19]([O:23][C:24]2[CH:29]=[CH:28][CH:27]=[CH:26][CH:25]=2)[CH:18]=1)=[O:5])C.[OH-].[Na+].